This data is from Forward reaction prediction with 1.9M reactions from USPTO patents (1976-2016). The task is: Predict the product of the given reaction. The product is: [Cl:19][C:20]([Cl:38])=[CH:21][CH2:22][O:23][C:24]1[CH:35]=[C:34]([Cl:36])[C:27]([O:28][CH2:29][CH2:30][CH2:31][CH2:32][O:49][C:47]2[CH:46]=[CH:45][C:43]3[O:44][C:40]([CH3:39])([CH3:50])[O:41][C:42]=3[CH:48]=2)=[C:26]([Cl:37])[CH:25]=1. Given the reactants C1OCCOCCOCCOCCOCCOC1.[Cl:19][C:20]([Cl:38])=[CH:21][CH2:22][O:23][C:24]1[CH:35]=[C:34]([Cl:36])[C:27]([O:28][CH2:29][CH2:30][CH2:31][CH2:32]Br)=[C:26]([Cl:37])[CH:25]=1.[CH3:39][C:40]1([CH3:50])[O:44][C:43]2[CH:45]=[CH:46][C:47]([OH:49])=[CH:48][C:42]=2[O:41]1.C(=O)([O-])[O-].[K+].[K+], predict the reaction product.